Dataset: Forward reaction prediction with 1.9M reactions from USPTO patents (1976-2016). Task: Predict the product of the given reaction. (1) Given the reactants [OH:1][C:2]1[CH:7]=[C:6]([Cl:8])[N:5]=[N:4][C:3]=1Cl.[CH:10]1([C:13]2[CH:18]=[CH:17][CH:16]=[C:15]([CH3:19])[C:14]=2[OH:20])[CH2:12][CH2:11]1.COC1C=CC=CC=1OC.[OH-].[K+].Cl, predict the reaction product. The product is: [Cl:8][C:6]1[N:5]=[N:4][C:3]([O:20][C:14]2[C:15]([CH3:19])=[CH:16][CH:17]=[CH:18][C:13]=2[CH:10]2[CH2:11][CH2:12]2)=[C:2]([OH:1])[CH:7]=1. (2) Given the reactants [CH3:1][O:2][C:3]1[C@@H:4]([CH:11]([CH3:13])[CH3:12])[N:5]=[C:6]([O:9][CH3:10])[CH2:7][N:8]=1.C([Li])CCC.Br[CH2:20][C:21]1[CH:22]=[C:23]2[C:28](=[CH:29][CH:30]=1)[N:27]=[CH:26][CH:25]=[CH:24]2, predict the reaction product. The product is: [CH3:10][O:9][C:6]1[C@H:7]([CH2:20][C:21]2[CH:22]=[C:23]3[C:28](=[CH:29][CH:30]=2)[N:27]=[CH:26][CH:25]=[CH:24]3)[N:8]=[C:3]([O:2][CH3:1])[C@@H:4]([CH:11]([CH3:13])[CH3:12])[N:5]=1.